Dataset: Reaction yield outcomes from USPTO patents with 853,638 reactions. Task: Predict the reaction yield, written as a fraction of the theoretical maximum amount of product (1.0 means a 100% yield; for example, 0.34 means a 34% yield). (1) The reactants are [NH2:1][CH2:2][C:3]([O:5][CH2:6][C:7]1[CH:12]=[CH:11][CH:10]=[CH:9][CH:8]=1)=[O:4].C(N(CC)CC)C.[N+:20]([C:23]1[CH:31]=[C:30]([N+:32]([O-:34])=[O:33])[CH:29]=[CH:28][C:24]=1[C:25](Cl)=[O:26])([O-:22])=[O:21].[N+](C1C=C([N+]([O-])=O)C=CC=1C(O)=O)([O-])=O.O=S(Cl)Cl. The catalyst is C(Cl)(Cl)Cl. The product is [N+:20]([C:23]1[CH:31]=[C:30]([N+:32]([O-:34])=[O:33])[CH:29]=[CH:28][C:24]=1[C:25]([NH:1][CH2:2][C:3]([O:5][CH2:6][C:7]1[CH:12]=[CH:11][CH:10]=[CH:9][CH:8]=1)=[O:4])=[O:26])([O-:22])=[O:21]. The yield is 0.920. (2) The reactants are [CH3:1][O:2][C:3]1[CH:30]=[CH:29][C:6]([CH2:7][N:8]([C:19]2[CH:27]=[CH:26]C=C3[C:20]=2[CH2:21][O:22]C3=O)[C:9](=[O:18])[C:10](=O)[C:11]2[CH:16]=[CH:15][CH:14]=[CH:13][CH:12]=2)=[CH:5][CH:4]=1.[O-]S([O-])(=O)=O.[Na+].[Na+].[O-]CC.[Na+].C(O)C.[C:45]([O:49][CH2:50][CH3:51])(=[O:48])[CH2:46][CH3:47]. No catalyst specified. The product is [OH:22][C:21]1[C:20]2[C:46]([C:45]([O:49][CH2:50][CH3:51])=[O:48])=[CH:47][CH:26]=[CH:27][C:19]=2[N:8]([CH2:7][C:6]2[CH:29]=[CH:30][C:3]([O:2][CH3:1])=[CH:4][CH:5]=2)[C:9](=[O:18])[C:10]=1[C:11]1[CH:16]=[CH:15][CH:14]=[CH:13][CH:12]=1. The yield is 0.800. (3) The reactants are [OH:1][C:2]1[C:14]2[CH2:13][O:12][C:11](=[O:15])[C:10]=2[C:9](/[CH:16]=[CH:17]/[C:18]2[CH:23]=[CH:22][CH:21]=[CH:20][CH:19]=2)=[C:8]2[C:3]=1[CH:4]=[C:5]([O:26][CH3:27])[C:6]([O:24][CH3:25])=[CH:7]2.IC.[C:30](=O)([O-])[O-].[K+].[K+].[Cl-].[NH4+]. The catalyst is CN(C)C=O. The product is [CH3:30][O:1][C:2]1[C:14]2[CH2:13][O:12][C:11](=[O:15])[C:10]=2[C:9](/[CH:16]=[CH:17]/[C:18]2[CH:23]=[CH:22][CH:21]=[CH:20][CH:19]=2)=[C:8]2[C:3]=1[CH:4]=[C:5]([O:26][CH3:27])[C:6]([O:24][CH3:25])=[CH:7]2. The yield is 0.900. (4) The reactants are Cl[C:2]1[N:7]=[C:6]([NH:8][C:9]([C:11]2([C:14]3[CH:15]=[CH:16][C:17]4[O:21][CH2:20][CH2:19][C:18]=4[CH:22]=3)[CH2:13][CH2:12]2)=[O:10])[CH:5]=[C:4]([CH3:23])[C:3]=1[CH3:24].[CH3:25][O:26][C:27]1[C:32](B(O)O)=[CH:31][CH:30]=[CH:29][N:28]=1.C([O-])([O-])=O.[Na+].[Na+]. The catalyst is COCCOC.C(OCC)(=O)C.C1C=CC([P]([Pd]([P](C2C=CC=CC=2)(C2C=CC=CC=2)C2C=CC=CC=2)([P](C2C=CC=CC=2)(C2C=CC=CC=2)C2C=CC=CC=2)[P](C2C=CC=CC=2)(C2C=CC=CC=2)C2C=CC=CC=2)(C2C=CC=CC=2)C2C=CC=CC=2)=CC=1. The product is [O:21]1[C:17]2[CH:16]=[CH:15][C:14]([C:11]3([C:9]([NH:8][C:6]4[N:7]=[C:2]([C:32]5[C:27]([O:26][CH3:25])=[N:28][CH:29]=[CH:30][CH:31]=5)[C:3]([CH3:24])=[C:4]([CH3:23])[CH:5]=4)=[O:10])[CH2:13][CH2:12]3)=[CH:22][C:18]=2[CH2:19][CH2:20]1. The yield is 0.924. (5) The yield is 0.970. The catalyst is CN(C)C=O.C(OCC)(=O)C. The product is [Br:1][C:2]1[C:7]([CH3:8])=[CH:6][C:5]([O:9][Si:20]([C:16]([CH3:19])([CH3:18])[CH3:17])([CH3:23])[CH3:22])=[CH:4][C:3]=1[CH3:10]. The reactants are [Br:1][C:2]1[C:7]([CH3:8])=[CH:6][C:5]([OH:9])=[CH:4][C:3]=1[CH3:10].N1C=CN=C1.[C:16]([Si:20]([CH3:23])([CH3:22])Cl)([CH3:19])([CH3:18])[CH3:17]. (6) The reactants are [Cl:1][C:2]1[N:3]([S:15]([C:18]2[CH:23]=[CH:22][CH:21]=[CH:20][CH:19]=2)(=[O:17])=[O:16])[C:4]([C:9]2[CH:14]=[CH:13][CH:12]=[CH:11][CH:10]=2)=[CH:5][C:6]=1[CH2:7][OH:8].C[N+]1([O-])CCOCC1. The catalyst is C(#N)C.C(OCC)(=O)C.[Ru]([O-])(=O)(=O)=O.C([N+](CCC)(CCC)CCC)CC. The product is [Cl:1][C:2]1[N:3]([S:15]([C:18]2[CH:23]=[CH:22][CH:21]=[CH:20][CH:19]=2)(=[O:17])=[O:16])[C:4]([C:9]2[CH:10]=[CH:11][CH:12]=[CH:13][CH:14]=2)=[CH:5][C:6]=1[CH:7]=[O:8]. The yield is 0.530.